Dataset: Forward reaction prediction with 1.9M reactions from USPTO patents (1976-2016). Task: Predict the product of the given reaction. Given the reactants C(OC([N:8]1[CH2:12][CH2:11][CH2:10][CH:9]1[CH:13]=[N:14][O:15][CH2:16][C:17]1[CH:22]=[CH:21][CH:20]=[CH:19][CH:18]=1)=O)(C)(C)C.C(O)(C(F)(F)F)=O, predict the reaction product. The product is: [CH2:16]([O:15][N:14]=[CH:13][CH:9]1[CH2:10][CH2:11][CH2:12][NH:8]1)[C:17]1[CH:18]=[CH:19][CH:20]=[CH:21][CH:22]=1.